Task: Predict the reactants needed to synthesize the given product.. Dataset: Full USPTO retrosynthesis dataset with 1.9M reactions from patents (1976-2016) (1) Given the product [CH2:1]([O:8][C:9]([N:11]1[CH2:15][CH2:14][C@@H:13]([NH:16][C:17]([O:19][CH2:20][C:21]2[CH:26]=[CH:25][CH:24]=[CH:23][CH:22]=2)=[O:18])[C@H:12]1[CH2:27][NH:28][C:56]([O:55][C:51]([CH3:54])([CH3:53])[CH3:52])=[O:57])=[O:10])[C:2]1[CH:7]=[CH:6][CH:5]=[CH:4][CH:3]=1, predict the reactants needed to synthesize it. The reactants are: [CH2:1]([O:8][C:9]([N:11]1[CH2:15][CH2:14][C@@H:13]([NH:16][C:17]([O:19][CH2:20][C:21]2[CH:26]=[CH:25][CH:24]=[CH:23][CH:22]=2)=[O:18])[C@H:12]1[CH2:27][N:28]=[N+]=[N-])=[O:10])[C:2]1[CH:7]=[CH:6][CH:5]=[CH:4][CH:3]=1.C1(P(C2C=CC=CC=2)C2C=CC=CC=2)C=CC=CC=1.O.[C:51]([O:55][C:56](O[C:56]([O:55][C:51]([CH3:54])([CH3:53])[CH3:52])=[O:57])=[O:57])([CH3:54])([CH3:53])[CH3:52]. (2) The reactants are: C1(OC=O)C=CC=CC=1.[CH:10](=O)[C:11]1[CH:16]=[CH:15][CH:14]=[CH:13][CH:12]=1.[CH:18]1[CH:23]=[C:22](Cl)[CH:21]=[C:20]([C:25](OO)=O)[CH:19]=1.[Br-]. Given the product [C:11]1([CH:10]=[CH:25][C:20]2[CH:21]=[CH:22][CH:23]=[CH:18][CH:19]=2)[CH:16]=[CH:15][CH:14]=[CH:13][CH:12]=1, predict the reactants needed to synthesize it. (3) The reactants are: [CH3:1][O:2][N:3]=[CH:4][C:5]1[CH:10]=[CH:9][C:8]([O:11][CH3:12])=[CH:7][CH:6]=1.C([BH3-])#N.[Na+]. Given the product [CH3:12][O:11][C:8]1[CH:9]=[CH:10][C:5]([CH2:4][NH:3][O:2][CH3:1])=[CH:6][CH:7]=1, predict the reactants needed to synthesize it. (4) Given the product [F:19][C:20]1[CH:21]=[C:22]([C:2]2[C:3]([O:17][CH3:18])=[C:4]([C:13]([O:15][CH3:16])=[O:14])[C:5]3[N:6]=[CH:7][C:8](=[O:12])[NH:9][C:10]=3[CH:11]=2)[CH:23]=[CH:24][C:25]=1[F:26], predict the reactants needed to synthesize it. The reactants are: Br[C:2]1[C:3]([O:17][CH3:18])=[C:4]([C:13]([O:15][CH3:16])=[O:14])[C:5]2[N:6]=[CH:7][C:8](=[O:12])[NH:9][C:10]=2[CH:11]=1.[F:19][C:20]1[CH:21]=[C:22](B(O)O)[CH:23]=[CH:24][C:25]=1[F:26].C(=O)([O-])[O-].[K+].[K+]. (5) Given the product [OH:18][CH2:19][CH2:20][N:21]1[CH:25]=[C:24]([C:26]2[N:31]=[C:30]([N:32]3[CH2:36][CH2:35][CH2:34][C@H:33]3[C:37]3[CH:42]=[CH:41][C:40]([CH3:43])=[CH:39][CH:38]=3)[N:29]=[C:28]([NH:44][C:45]3[S:46][C:47]([C:50]#[N:51])=[CH:48][N:49]=3)[C:27]=2[O:52][CH3:53])[CH:23]=[N:22]1, predict the reactants needed to synthesize it. The reactants are: [Si]([O:18][CH2:19][CH2:20][N:21]1[CH:25]=[C:24]([C:26]2[N:31]=[C:30]([N:32]3[CH2:36][CH2:35][CH2:34][C@H:33]3[C:37]3[CH:42]=[CH:41][C:40]([CH3:43])=[CH:39][CH:38]=3)[N:29]=[C:28]([NH:44][C:45]3[S:46][C:47]([C:50]#[N:51])=[CH:48][N:49]=3)[C:27]=2[O:52][CH3:53])[CH:23]=[N:22]1)(C(C)(C)C)(C1C=CC=CC=1)C1C=CC=CC=1.CO.CS(O)(=O)=O.C(=O)(O)[O-].[Na+].